The task is: Predict the product of the given reaction.. This data is from Forward reaction prediction with 1.9M reactions from USPTO patents (1976-2016). (1) Given the reactants [CH3:1][C:2]1[CH:7]=[CH:6][C:5]([OH:8])=[CH:4][N:3]=1.C(=O)([O-])[O-].[Cs+].[Cs+].[F:15][C:16]([F:27])([F:26])[CH2:17]OS(C(F)(F)F)(=O)=O, predict the reaction product. The product is: [CH3:1][C:2]1[CH:7]=[CH:6][C:5]([O:8][CH2:17][C:16]([F:27])([F:26])[F:15])=[CH:4][N:3]=1. (2) Given the reactants [NH:1]1[CH2:6][CH2:5][CH:4]([CH:7]2[O:20][CH2:19][C:18]3[C:17]4[CH:16]=[CH:15][CH:14]=[CH:13][C:12]=4[C:11](=[O:21])[NH:10][C:9]=3[CH2:8]2)[CH2:3][CH2:2]1.CCN(C(C)C)C(C)C.Cl[C:32]([O:34][CH:35]([CH3:37])[CH3:36])=[O:33], predict the reaction product. The product is: [CH:35]([O:34][C:32]([N:1]1[CH2:2][CH2:3][CH:4]([CH:7]2[O:20][CH2:19][C:18]3[C:17]4[C:12](=[CH:13][CH:14]=[CH:15][CH:16]=4)[C:11](=[O:21])[NH:10][C:9]=3[CH2:8]2)[CH2:5][CH2:6]1)=[O:33])([CH3:37])[CH3:36]. (3) Given the reactants C[O:2][C:3](=O)[C:4]1[CH:9]=[CH:8][CH:7]=[C:6]([CH2:10][N:11]([C:13]([O:15][C:16]([CH3:19])([CH3:18])[CH3:17])=[O:14])[CH3:12])[CH:5]=1.[H-].[Al+3].[Li+].[H-].[H-].[H-], predict the reaction product. The product is: [C:16]([O:15][C:13](=[O:14])[N:11]([CH2:10][C:6]1[CH:7]=[CH:8][CH:9]=[C:4]([CH2:3][OH:2])[CH:5]=1)[CH3:12])([CH3:19])([CH3:17])[CH3:18]. (4) Given the reactants [Cl:1][C:2]1[CH:3]=[C:4]([N:9]2[C:13](=[O:14])[C@@H:12]3[CH2:15][C@@H:16]([OH:18])[CH2:17][N:11]3[C:10]2=[O:19])[CH:5]=[C:6]([Cl:8])[CH:7]=1.CN(C1C=CC=CN=1)C.[C:29](O)(=[O:36])[C:30]1[CH:35]=[CH:34][CH:33]=[CH:32][CH:31]=1.C1CCC(N=C=NC2CCCCC2)CC1, predict the reaction product. The product is: [C:29]([O:18][C@H:16]1[CH2:17][N:11]2[C:10](=[O:19])[N:9]([C:4]3[CH:5]=[C:6]([Cl:8])[CH:7]=[C:2]([Cl:1])[CH:3]=3)[C:13](=[O:14])[C@@H:12]2[CH2:15]1)(=[O:36])[C:30]1[CH:35]=[CH:34][CH:33]=[CH:32][CH:31]=1. (5) Given the reactants [Br:1][C:2]1[C:10]([N+:11]([O-])=O)=[CH:9][C:8]2[C:4](=[C:5]([C:21]#[N:22])[N:6]([C:14]3[CH:19]=[CH:18][C:17]([F:20])=[CH:16][CH:15]=3)[N:7]=2)[CH:3]=1.C1COCC1.O.[Cl-].[NH4+], predict the reaction product. The product is: [NH2:11][C:10]1[C:2]([Br:1])=[CH:3][C:4]2[C:8]([CH:9]=1)=[N:7][N:6]([C:14]1[CH:15]=[CH:16][C:17]([F:20])=[CH:18][CH:19]=1)[C:5]=2[C:21]#[N:22].